From a dataset of Peptide-MHC class I binding affinity with 185,985 pairs from IEDB/IMGT. Regression. Given a peptide amino acid sequence and an MHC pseudo amino acid sequence, predict their binding affinity value. This is MHC class I binding data. (1) The peptide sequence is QTAAQRTMV. The MHC is Mamu-A01 with pseudo-sequence Mamu-A01. The binding affinity (normalized) is 0.291. (2) The peptide sequence is KRMGVQMQR. The MHC is HLA-A30:01 with pseudo-sequence HLA-A30:01. The binding affinity (normalized) is 0.0847. (3) The binding affinity (normalized) is 0.256. The MHC is HLA-A02:01 with pseudo-sequence HLA-A02:01. The peptide sequence is LVKDESIQL. (4) The binding affinity (normalized) is 0.0718. The MHC is HLA-A02:01 with pseudo-sequence HLA-A02:01. The peptide sequence is KNAGYLVGR. (5) The peptide sequence is KTAVVVTRY. The MHC is HLA-B58:01 with pseudo-sequence HLA-B58:01. The binding affinity (normalized) is 0.666. (6) The peptide sequence is YMLWNSWLS. The MHC is HLA-B44:02 with pseudo-sequence HLA-B44:02. The binding affinity (normalized) is 0.0847.